From a dataset of Aqueous solubility values for 9,982 compounds from the AqSolDB database. Regression/Classification. Given a drug SMILES string, predict its absorption, distribution, metabolism, or excretion properties. Task type varies by dataset: regression for continuous measurements (e.g., permeability, clearance, half-life) or binary classification for categorical outcomes (e.g., BBB penetration, CYP inhibition). For this dataset (solubility_aqsoldb), we predict Y. (1) The Y is -1.43 log mol/L. The molecule is NNP(=S)(NN)c1ccccc1. (2) The compound is C=CCCCOC(=O)C(CC)N(Cc1ccco1)C(=O)n1ccnc1. The Y is -2.89 log mol/L. (3) The Y is -8.14 log mol/L. The drug is Clc1ccc(Oc2ccc(Cl)c(Cl)c2Cl)c(Cl)c1Cl. (4) The drug is CC(C)(O)C(=O)c1ccc(Cc2ccc(C(=O)C(C)(C)O)cc2)cc1. The Y is -4.54 log mol/L. (5) The molecule is CC1=NN(c2cccc(S(=O)(=O)O)c2)C(=N)C1. The Y is -1.14 log mol/L. (6) The drug is CCCCCCCN(C)N=Nc1ccc(C(=O)O)cc1. The Y is -3.39 log mol/L. (7) The molecule is O=C(O)c1cn(C2CC2)c2cc(N3CC4CC3CN4)c(F)cc2c1=O. The Y is -3.65 log mol/L.